This data is from Peptide-MHC class I binding affinity with 185,985 pairs from IEDB/IMGT. The task is: Regression. Given a peptide amino acid sequence and an MHC pseudo amino acid sequence, predict their binding affinity value. This is MHC class I binding data. (1) The peptide sequence is AEMWAQDAAMY. The MHC is HLA-A03:01 with pseudo-sequence HLA-A03:01. The binding affinity (normalized) is 0.253. (2) The MHC is HLA-A23:01 with pseudo-sequence HLA-A23:01. The binding affinity (normalized) is 0.650. The peptide sequence is EYEPTANLL. (3) The peptide sequence is RIYKRSLKL. The MHC is HLA-A03:19 with pseudo-sequence HLA-A03:19. The binding affinity (normalized) is 0.750. (4) The peptide sequence is YNGDFDSVI. The MHC is Patr-B0101 with pseudo-sequence Patr-B0101. The binding affinity (normalized) is 0.143. (5) The peptide sequence is IVLSHILPL. The MHC is HLA-B57:01 with pseudo-sequence HLA-B57:01. The binding affinity (normalized) is 0.0847.